This data is from Full USPTO retrosynthesis dataset with 1.9M reactions from patents (1976-2016). The task is: Predict the reactants needed to synthesize the given product. (1) Given the product [NH2:1][C:2]1[CH:9]=[CH:8][CH:7]=[C:6]([CH:11]2[CH2:13][CH2:12]2)[C:3]=1[C:4]#[N:5], predict the reactants needed to synthesize it. The reactants are: [NH2:1][C:2]1[CH:9]=[CH:8][CH:7]=[C:6](Br)[C:3]=1[C:4]#[N:5].[CH:11]1(B(O)O)[CH2:13][CH2:12]1.[O-]P([O-])([O-])=O.[K+].[K+].[K+].C1(P(C2CCCCC2)C2CCCCC2)CCCCC1. (2) Given the product [N:15]1([CH2:14][C:13]2[CH:12]=[C:11](/[CH:10]=[CH:9]/[C:43]3[N:42]=[CH:41][C:40]4[CH:39]=[CH:38][C:37]5[C:47]6[C:48](=[O:49])[NH:32][CH2:33][C:34]=6[NH:35][C:36]=5[C:45]=4[CH:44]=3)[CH:23]=[CH:22][CH:21]=2)[CH2:16][CH2:17][O:18][CH2:19][CH2:20]1, predict the reactants needed to synthesize it. The reactants are: CC1(C)C(C)(C)OB(/[CH:9]=[CH:10]/[C:11]2[CH:12]=[C:13]([CH:21]=[CH:22][CH:23]=2)[CH2:14][N:15]2[CH2:20][CH2:19][O:18][CH2:17][CH2:16]2)O1.C(OC([N:32]1[C:48](=[O:49])[C:47]2[C:37]3[CH:38]=[CH:39][C:40]4[CH:41]=[N:42][C:43](Cl)=[CH:44][C:45]=4[C:36]=3[N:35](C(OC(C)(C)C)=O)[C:34]=2[CH2:33]1)=O)(C)(C)C.